From a dataset of Peptide-MHC class I binding affinity with 185,985 pairs from IEDB/IMGT. Regression. Given a peptide amino acid sequence and an MHC pseudo amino acid sequence, predict their binding affinity value. This is MHC class I binding data. (1) The peptide sequence is LLLQKYPPP. The MHC is HLA-A02:01 with pseudo-sequence HLA-A02:01. The binding affinity (normalized) is 0.0353. (2) The peptide sequence is TMKAIEKDRL. The MHC is HLA-A68:02 with pseudo-sequence HLA-A68:02. The binding affinity (normalized) is 0.320. (3) The peptide sequence is LLGLWGLATA. The MHC is HLA-A68:02 with pseudo-sequence HLA-A68:02. The binding affinity (normalized) is 0.445. (4) The peptide sequence is ALYDVVSTL. The MHC is HLA-A02:01 with pseudo-sequence HLA-A02:01. The binding affinity (normalized) is 0.696.